This data is from Full USPTO retrosynthesis dataset with 1.9M reactions from patents (1976-2016). The task is: Predict the reactants needed to synthesize the given product. (1) Given the product [C@@H:21]1([NH:20][C:2]2[C:3]3[CH:10]=[CH:9][NH:8][C:4]=3[N:5]=[CH:6][N:7]=2)[C:29]2[C:24](=[CH:25][CH:26]=[CH:27][CH:28]=2)[CH2:23][CH2:22]1, predict the reactants needed to synthesize it. The reactants are: Cl[C:2]1[N:7]=[CH:6][NH:5][C:4]2=[N:8][CH:9]=[CH:10][C:3]=12.C(N(CC)C(C)C)(C)C.[NH2:20][C@@H:21]1[C:29]2[C:24](=[CH:25][CH:26]=[CH:27][CH:28]=2)[CH2:23][CH2:22]1. (2) The reactants are: [Cl:1][C:2]1[C:3]([CH2:8]O)=[N:4][CH:5]=[CH:6][N:7]=1.CN(C)C=O.S(Cl)([Cl:17])=O.C(=O)([O-])[O-].[Na+].[Na+]. Given the product [Cl:1][C:2]1[C:3]([CH2:8][Cl:17])=[N:4][CH:5]=[CH:6][N:7]=1, predict the reactants needed to synthesize it.